From a dataset of Reaction yield outcomes from USPTO patents with 853,638 reactions. Predict the reaction yield, written as a fraction of the theoretical maximum amount of product (1.0 means a 100% yield; for example, 0.34 means a 34% yield). (1) The reactants are [OH:1][CH:2]1[CH2:7][CH2:6][CH2:5][N:4]([C:8]([O:10][C:11]([CH3:14])([CH3:13])[CH3:12])=[O:9])[CH2:3]1.[C:15]1([CH3:25])[CH:20]=[CH:19][C:18]([S:21](Cl)(=[O:23])=[O:22])=[CH:17][CH:16]=1.C(N(CC)CC)C.O. The catalyst is C(Cl)(Cl)Cl. The product is [C:15]1([CH3:25])[CH:20]=[CH:19][C:18]([S:21]([O:1][CH:2]2[CH2:7][CH2:6][CH2:5][N:4]([C:8]([O:10][C:11]([CH3:14])([CH3:13])[CH3:12])=[O:9])[CH2:3]2)(=[O:23])=[O:22])=[CH:17][CH:16]=1. The yield is 0.280. (2) The reactants are Cl[C:2]1[C:9]([N+:10]([O-:12])=[O:11])=[CH:8][CH:7]=[C:6]([Cl:13])[C:3]=1[C:4]#[N:5].[CH3:14][NH2:15]. The catalyst is C(OCC)(=O)C. The product is [Cl:13][C:6]1[C:3]([C:4]#[N:5])=[C:2]([NH:15][CH3:14])[C:9]([N+:10]([O-:12])=[O:11])=[CH:8][CH:7]=1. The yield is 0.960. (3) The reactants are [CH:1]([C:3]1[NH:7][C:6]([C:8]([OH:10])=O)=[CH:5][C:4]=1[CH3:11])=[O:2].Cl.CN(C)CCCN=C=N.ON1C2C=CC=CC=2N=N1.[CH2:32]([N:34]([CH2:37][CH2:38][NH2:39])[CH2:35][CH3:36])[CH3:33]. The catalyst is CN(C=O)C. The product is [CH2:32]([N:34]([CH2:35][CH3:36])[CH2:37][CH2:38][NH:39][C:8]([C:6]1[NH:7][C:3]([CH:1]=[O:2])=[C:4]([CH3:11])[CH:5]=1)=[O:10])[CH3:33]. The yield is 0.780. (4) The reactants are [CH2:1]([O:3][C:4](=[O:16])[CH2:5][N:6]1[C:14]2[CH2:13][CH2:12][CH2:11][CH:10]([NH2:15])[C:9]=2[CH:8]=[N:7]1)[CH3:2].[N+:17]([C:20]1[CH:21]=[C:22]([S:26](Cl)(=[O:28])=[O:27])[CH:23]=[CH:24][CH:25]=1)([O-:19])=[O:18]. No catalyst specified. The product is [CH2:1]([O:3][C:4](=[O:16])[CH2:5][N:6]1[C:14]2[CH2:13][CH2:12][CH2:11][CH:10]([NH:15][S:26]([C:22]3[CH:23]=[CH:24][CH:25]=[C:20]([N+:17]([O-:19])=[O:18])[CH:21]=3)(=[O:27])=[O:28])[C:9]=2[CH:8]=[N:7]1)[CH3:2]. The yield is 0.636. (5) The reactants are [F:1][C:2]1([CH3:24])[CH2:6][N:5]([C:7]([O:9][C:10]([CH3:13])([CH3:12])[CH3:11])=[O:8])[C@H:4]([C:14]([O:16]CC2C=CC=CC=2)=[O:15])[CH2:3]1. The catalyst is [OH-].[OH-].[Pd+2]. The product is [C:10]([O:9][C:7]([N:5]1[CH2:6][C@@:2]([F:1])([CH3:24])[CH2:3][C@H:4]1[C:14]([OH:16])=[O:15])=[O:8])([CH3:11])([CH3:12])[CH3:13]. The yield is 1.00. (6) The reactants are [NH3:1].CO.[CH3:4][O:5][C:6]1[CH:24]=[CH:23][C:9]([CH2:10][N:11]2[CH:15]=[C:14]([N+:16]([O-:18])=[O:17])[C:13]([C:19](OC)=[O:20])=[N:12]2)=[CH:8][CH:7]=1. The catalyst is CO. The product is [CH3:4][O:5][C:6]1[CH:24]=[CH:23][C:9]([CH2:10][N:11]2[CH:15]=[C:14]([N+:16]([O-:18])=[O:17])[C:13]([C:19]([NH2:1])=[O:20])=[N:12]2)=[CH:8][CH:7]=1. The yield is 0.830. (7) The reactants are N([O-])=O.[Na+].N[C:6]1[CH:11]=[CH:10][C:9]([N:12]([C:17]2[C:36]([CH:37]3[CH2:39][CH2:38]3)=[CH:35][C:20]3[C:21]([C:31]([NH:33][CH3:34])=[O:32])=[C:22]([C:24]4[CH:29]=[CH:28][C:27]([F:30])=[CH:26][CH:25]=4)[O:23][C:19]=3[CH:18]=2)[S:13]([CH3:16])(=[O:15])=[O:14])=[CH:8][C:7]=1[CH:40]([F:42])[F:41].[BrH:43]. The catalyst is C(#N)C.CCOC(C)=O.O.[Cu]Br. The product is [Br:43][C:6]1[CH:11]=[CH:10][C:9]([N:12]([C:17]2[C:36]([CH:37]3[CH2:39][CH2:38]3)=[CH:35][C:20]3[C:21]([C:31]([NH:33][CH3:34])=[O:32])=[C:22]([C:24]4[CH:29]=[CH:28][C:27]([F:30])=[CH:26][CH:25]=4)[O:23][C:19]=3[CH:18]=2)[S:13]([CH3:16])(=[O:15])=[O:14])=[CH:8][C:7]=1[CH:40]([F:42])[F:41]. The yield is 0.390.